Dataset: Forward reaction prediction with 1.9M reactions from USPTO patents (1976-2016). Task: Predict the product of the given reaction. Given the reactants [C:1]([O:5][C:6]([N:8]1[CH2:12][C@H:11]([C:13]2[CH:18]=[CH:17][CH:16]=[C:15]([F:19])[CH:14]=2)[C@H:10]([CH:20]([N:23]2[CH2:28][CH2:27][CH:26]([C:29]3[N:33]([CH2:34][CH3:35])[N:32]=[C:31]([CH2:36][C:37]4[CH:42]=[CH:41][CH:40]=[CH:39][CH:38]=4)[CH:30]=3)[CH2:25][CH2:24]2)[C:21]#N)[CH2:9]1)=[O:7])([CH3:4])([CH3:3])[CH3:2].C[Mg]Br, predict the reaction product. The product is: [C:1]([O:5][C:6]([N:8]1[CH2:12][C@H:11]([C:13]2[CH:18]=[CH:17][CH:16]=[C:15]([F:19])[CH:14]=2)[C@H:10]([C@@H:20]([N:23]2[CH2:28][CH2:27][CH:26]([C:29]3[N:33]([CH2:34][CH3:35])[N:32]=[C:31]([CH2:36][C:37]4[CH:38]=[CH:39][CH:40]=[CH:41][CH:42]=4)[CH:30]=3)[CH2:25][CH2:24]2)[CH3:21])[CH2:9]1)=[O:7])([CH3:3])([CH3:4])[CH3:2].